Dataset: Peptide-MHC class II binding affinity with 134,281 pairs from IEDB. Task: Regression. Given a peptide amino acid sequence and an MHC pseudo amino acid sequence, predict their binding affinity value. This is MHC class II binding data. (1) The peptide sequence is KCEFQDAYVLLSEKK. The MHC is DRB1_0802 with pseudo-sequence DRB1_0802. The binding affinity (normalized) is 0.428. (2) The peptide sequence is VTFKNAHAKKPEVVV. The MHC is DRB5_0101 with pseudo-sequence DRB5_0101. The binding affinity (normalized) is 0.687. (3) The binding affinity (normalized) is 0.580. The peptide sequence is IPGVCKEILSFCISL. The MHC is DRB1_0101 with pseudo-sequence DRB1_0101. (4) The peptide sequence is SSVFNVVNSSIGLIM. The MHC is DRB1_1302 with pseudo-sequence DRB1_1302. The binding affinity (normalized) is 0.790. (5) The peptide sequence is KMIGGIGGFVKVRQYDQIPI. The MHC is DRB1_0301 with pseudo-sequence DRB1_0301. The binding affinity (normalized) is 0. (6) The peptide sequence is PTMLKKGMTTVLDFH. The MHC is DRB1_0901 with pseudo-sequence DRB1_0901. The binding affinity (normalized) is 0.683. (7) The MHC is HLA-DQA10301-DQB10302 with pseudo-sequence HLA-DQA10301-DQB10302. The peptide sequence is DTVPRGYRIAARPGA. The binding affinity (normalized) is 0.0798. (8) The peptide sequence is GAGKTRRFLPQILAE. The MHC is DRB1_0701 with pseudo-sequence DRB1_0701. The binding affinity (normalized) is 0.820. (9) The peptide sequence is QPWEPLQLHVDKAVS. The MHC is DRB1_1101 with pseudo-sequence DRB1_1101. The binding affinity (normalized) is 0.233. (10) The peptide sequence is AQGPKATFEAMYLGT. The MHC is HLA-DPA10103-DPB10401 with pseudo-sequence HLA-DPA10103-DPB10401. The binding affinity (normalized) is 0.506.